This data is from Full USPTO retrosynthesis dataset with 1.9M reactions from patents (1976-2016). The task is: Predict the reactants needed to synthesize the given product. (1) The reactants are: [Br:1][C:2]1[C:10]2[C:5](=[N:6][CH:7]=[CH:8][CH:9]=2)[NH:4][CH:3]=1.[H-].[Na+].Br[CH2:14][C:15]1[CH:20]=[CH:19][CH:18]=[CH:17][CH:16]=1. Given the product [CH2:14]([N:4]1[C:5]2=[N:6][CH:7]=[CH:8][CH:9]=[C:10]2[C:2]([Br:1])=[CH:3]1)[C:15]1[CH:20]=[CH:19][CH:18]=[CH:17][CH:16]=1, predict the reactants needed to synthesize it. (2) Given the product [CH3:1][O:2][C:3]1[C:8]2[O:9][C:10]3[CH:15]=[CH:14][CH:13]=[CH:12][C:11]=3[C:7]=2[C:6]([C:16]2([C:27]#[N:28])[CH2:25][CH2:24][C:23]3[N:22]=[CH:21][N:20]([CH3:29])[C:19](=[O:26])[C:18]=3[CH2:17]2)=[CH:5][CH:4]=1, predict the reactants needed to synthesize it. The reactants are: [CH3:1][O:2][C:3]1[C:8]2[O:9][C:10]3[CH:15]=[CH:14][CH:13]=[CH:12][C:11]=3[C:7]=2[C:6]([C:16]2([C:27]#[N:28])[CH2:25][CH2:24][C:23]3[N:22]=[CH:21][NH:20][C:19](=[O:26])[C:18]=3[CH2:17]2)=[CH:5][CH:4]=1.[C:29](=O)([O-])[O-].[Cs+].[Cs+].IC. (3) Given the product [CH3:13][C:14]1([CH3:50])[CH2:18][C:17]2[CH:19]=[C:20]([N:23]3[C:28](=[O:29])[C:27]([CH2:30][C:31]4[CH:36]=[CH:35][C:34]([C:37]5[CH:42]=[CH:41][CH:40]=[CH:39][C:38]=5[C:43]5[NH:3][C:4](=[O:7])[O:5][N:44]=5)=[CH:33][C:32]=4[F:45])=[C:26]([CH2:46][CH2:47][CH3:48])[N:25]=[C:24]3[CH3:49])[CH:21]=[CH:22][C:16]=2[O:15]1, predict the reactants needed to synthesize it. The reactants are: [Cl-].O[NH3+:3].[C:4](=[O:7])([O-])[OH:5].[Na+].CS(C)=O.[CH3:13][C:14]1([CH3:50])[CH2:18][C:17]2[CH:19]=[C:20]([N:23]3[C:28](=[O:29])[C:27]([CH2:30][C:31]4[CH:36]=[CH:35][C:34]([C:37]5[C:38]([C:43]#[N:44])=[CH:39][CH:40]=[CH:41][CH:42]=5)=[CH:33][C:32]=4[F:45])=[C:26]([CH2:46][CH2:47][CH3:48])[N:25]=[C:24]3[CH3:49])[CH:21]=[CH:22][C:16]=2[O:15]1.